This data is from Full USPTO retrosynthesis dataset with 1.9M reactions from patents (1976-2016). The task is: Predict the reactants needed to synthesize the given product. (1) Given the product [OH:25][C:22]1([C:7]2[CH:8]=[C:9]([CH:12]=[CH:13][CH:14]=2)[C:10]#[N:11])[CH2:23][CH2:24][C:19]2([O:15][CH2:16][CH2:17][O:18]2)[CH2:20][CH2:21]1, predict the reactants needed to synthesize it. The reactants are: C([Mg]Br)(C)C.I[C:7]1[CH:8]=[C:9]([CH:12]=[CH:13][CH:14]=1)[C:10]#[N:11].[O:15]1[C:19]2([CH2:24][CH2:23][C:22](=[O:25])[CH2:21][CH2:20]2)[O:18][CH2:17][CH2:16]1. (2) Given the product [CH2:1]([O:3][C:4]1[C:8]([C:9](=[N:17][O:16][CH3:15])[CH3:10])=[C:7]([OH:12])[N:6]([CH3:13])[N:5]=1)[CH3:2], predict the reactants needed to synthesize it. The reactants are: [CH2:1]([O:3][C:4]1[C:8]([C:9](=O)[CH3:10])=[C:7]([OH:12])[N:6]([CH3:13])[N:5]=1)[CH3:2].Cl.[CH3:15][O:16][NH2:17].C(=O)([O-])O.[Na+]. (3) Given the product [CH3:13][NH:14][CH2:2][CH2:3][CH2:4][O:5][C:6]1[C:7]([CH3:12])=[N:8][CH:9]=[CH:10][CH:11]=1, predict the reactants needed to synthesize it. The reactants are: Cl[CH2:2][CH2:3][CH2:4][O:5][C:6]1[C:7]([CH3:12])=[N:8][CH:9]=[CH:10][CH:11]=1.[CH3:13][NH2:14]. (4) Given the product [Br:6][C:7]1[CH:16]=[C:15]2[C:10]([C:18]([Cl:21])=[C:12]([CH:11]=[O:17])[CH2:13][O:14]2)=[CH:9][CH:8]=1, predict the reactants needed to synthesize it. The reactants are: CN(C)C=O.[Br:6][C:7]1[CH:16]=[C:15]2[C:10]([C:11](=[O:17])[CH2:12][CH2:13][O:14]2)=[CH:9][CH:8]=1.[CH:18]([Cl:21])(Cl)Cl.